From a dataset of Reaction yield outcomes from USPTO patents with 853,638 reactions. Predict the reaction yield, written as a fraction of the theoretical maximum amount of product (1.0 means a 100% yield; for example, 0.34 means a 34% yield). (1) The reactants are [NH2:1][CH:2]([C:6]1[N:7]([CH2:17][C:18]2[CH:23]=[CH:22][CH:21]=[CH:20][CH:19]=2)[C:8](=[O:16])[C:9]2[C:14]([CH3:15])=[N:13][O:12][C:10]=2[N:11]=1)[CH:3]([CH3:5])[CH3:4].[C:24]([O:28][C:29](=[O:35])[NH:30][CH2:31][CH2:32][CH:33]=O)([CH3:27])([CH3:26])[CH3:25].C(O[BH-](OC(=O)C)OC(=O)C)(=O)C.[Na+]. The catalyst is C(Cl)Cl.C(O)(=O)C. The product is [C:24]([O:28][C:29](=[O:35])[NH:30][CH2:31][CH2:32][CH2:33][NH:1][CH:2]([C:6]1[N:7]([CH2:17][C:18]2[CH:19]=[CH:20][CH:21]=[CH:22][CH:23]=2)[C:8](=[O:16])[C:9]2[C:14]([CH3:15])=[N:13][O:12][C:10]=2[N:11]=1)[CH:3]([CH3:5])[CH3:4])([CH3:27])([CH3:26])[CH3:25]. The yield is 0.600. (2) The product is [CH3:9][NH:12][S:13]([C:16]1[CH:17]=[CH:18][CH:19]=[CH:20][C:21]=1[C:16]1[CH:21]=[CH:20][C:29]([I:30])=[CH:18][CH:17]=1)(=[O:14])=[O:15]. The yield is 0.980. The catalyst is CN(C=O)C. The reactants are ONC(=O)C=CC1C=C[C:9]([NH:12][S:13]([C:16]2[CH:21]=[CH:20][CH:19]=[CH:18][CH:17]=2)(=[O:15])=[O:14])=CC=1.C([O-])([O-])=O.[K+].[K+].[CH3:29][I:30]. (3) The reactants are F[C:2]1[CH:8]=[C:7]([I:9])[CH:6]=[CH:5][C:3]=1[NH2:4].[C:10]([S-:15])(=[S:14])OCC.[Na+]. The product is [I:9][C:7]1[CH:6]=[CH:5][C:3]2[N:4]=[C:10]([SH:15])[S:14][C:2]=2[CH:8]=1. The yield is 1.00. The catalyst is CN(C=O)C.O.Cl.